Dataset: Retrosynthesis with 50K atom-mapped reactions and 10 reaction types from USPTO. Task: Predict the reactants needed to synthesize the given product. (1) Given the product c1ccc2c(c1)c1ccc(-n3cccn3)cc1n2C1CCCCO1, predict the reactants needed to synthesize it. The reactants are: Brc1ccc2c3ccccc3n(C3CCCCO3)c2c1.c1cn[nH]c1. (2) Given the product N#CCCCCCCn1c(-c2ccccc2)nc(-c2ccccc2)c1-c1ccccc1, predict the reactants needed to synthesize it. The reactants are: BrCCCCCCn1c(-c2ccccc2)nc(-c2ccccc2)c1-c1ccccc1.[C-]#N. (3) Given the product O=CCCCc1ccccc1, predict the reactants needed to synthesize it. The reactants are: OCCCCc1ccccc1. (4) Given the product Cc1nc2ccccc2n1C1C[C@@H]2CC[C@H](C1)N2CCC1(c2cccc(F)c2)CCN(C(=O)C2(NC(=O)C(C)(C)C)CCCC2)CC1, predict the reactants needed to synthesize it. The reactants are: CC(C)(C)C(=O)Cl.Cc1nc2ccccc2n1C1C[C@@H]2CC[C@H](C1)N2CCC1(c2cccc(F)c2)CCN(C(=O)C2(N)CCCC2)CC1. (5) Given the product COc1c(C)cc(C2(c3cccc(-c4cncnc4)c3)N=C(N)c3c(F)cccc32)cc1CC#N, predict the reactants needed to synthesize it. The reactants are: COc1c(C)cc(C2(c3cccc(-c4cncnc4)c3)N=C(N)c3c(F)cccc32)cc1CBr.[C-]#N.